From a dataset of Catalyst prediction with 721,799 reactions and 888 catalyst types from USPTO. Predict which catalyst facilitates the given reaction. (1) Reactant: [CH2:1]([O:3][CH2:4][O:5][C:6](=[O:16])[CH:7]=[CH:8][C:9]1[CH:14]=[CH:13][C:12]([OH:15])=[CH:11][CH:10]=1)[CH3:2].[C:17]([O:21][CH2:22][CH2:23][CH2:24][CH2:25][CH2:26][CH2:27][O:28][C:29]1[CH:37]=[CH:36][C:32]([C:33](O)=[O:34])=[CH:31][CH:30]=1)(=[O:20])[CH:18]=[CH2:19]. Product: [C:17]([O:21][CH2:22][CH2:23][CH2:24][CH2:25][CH2:26][CH2:27][O:28][C:29]1[CH:37]=[CH:36][C:32]([C:33]([O:15][C:12]2[CH:11]=[CH:10][C:9]([CH:8]=[CH:7][C:6]([O:5][CH2:4][O:3][CH2:1][CH3:2])=[O:16])=[CH:14][CH:13]=2)=[O:34])=[CH:31][CH:30]=1)(=[O:20])[CH:18]=[CH2:19]. The catalyst class is: 4. (2) Product: [CH3:18][O:17][C:15](=[O:16])[CH:14]([S:11]([C:2]1[CH:3]=[CH:4][C:5]2[C:10](=[CH:9][CH:8]=[CH:7][CH:6]=2)[CH:1]=1)(=[O:12])=[O:13])[CH2:19][CH2:20][C:21]([OH:23])=[O:22].[CH3:18][O:17][C:15]([C:14]([S:11]([C:2]1[CH:1]=[CH:10][C:9]2[C:4](=[CH:5][CH:6]=[CH:7][CH:8]=2)[CH:3]=1)(=[O:13])=[O:12])([CH2:35][CH2:29][C:30]([OH:32])=[O:31])[CH2:19][CH2:20][C:21]([OH:23])=[O:22])=[O:16]. The catalyst class is: 2. Reactant: [CH:1]1[C:10]2[C:5](=[CH:6][CH:7]=[CH:8][CH:9]=2)[CH:4]=[CH:3][C:2]=1[S:11]([CH:14]([CH2:19][CH2:20][C:21]([O:23]C(C)(C)C)=[O:22])[C:15]([O:17][CH3:18])=[O:16])(=[O:13])=[O:12].F[C:29](F)(F)[C:30]([OH:32])=[O:31].[CH2:35](Cl)Cl.CCOC(C)=O.CCOC(C)=O. (3) Reactant: F[C:2]1[CH:7]=[CH:6][C:5]([NH:8][C:9]([C:11]2[O:12][CH:13]=[CH:14][CH:15]=2)=[O:10])=[CH:4][C:3]=1[N+:16]([O-:18])=[O:17].C([O-])([O-])=O.[K+].[K+].[SH:25][C:26]1[CH:31]=[CH:30][C:29]([OH:32])=[CH:28][CH:27]=1. Product: [OH:32][C:29]1[CH:30]=[CH:31][C:26]([S:25][C:2]2[CH:7]=[CH:6][C:5]([NH:8][C:9]([C:11]3[O:12][CH:13]=[CH:14][CH:15]=3)=[O:10])=[CH:4][C:3]=2[N+:16]([O-:18])=[O:17])=[CH:27][CH:28]=1. The catalyst class is: 18. (4) Reactant: [Cl:1][C:2]1[C:3]([N:8]2[CH2:13][CH2:12][NH:11][CH2:10][CH2:9]2)=[N:4][CH:5]=[CH:6][N:7]=1.C[C:15]1[N:19]([C:20]2[CH:25]=[CH:24][CH:23]=[CH:22][CH:21]=2)[N:18]=[CH:17][C:16]=1[CH:26]=O.[C:28](O[BH-](OC(=O)C)OC(=O)C)(=O)C.[Na+]. Product: [Cl:1][C:2]1[C:3]([N:8]2[CH2:9][CH2:10][N:11]([CH2:26][C:16]3[C:17]([CH3:28])=[N:18][N:19]([C:20]4[CH:21]=[CH:22][CH:23]=[CH:24][CH:25]=4)[CH:15]=3)[CH2:12][CH2:13]2)=[N:4][CH:5]=[CH:6][N:7]=1. The catalyst class is: 7. (5) Reactant: [Br:1][C:2]1[CH:8]=[C:7]([F:9])[CH:6]=[CH:5][C:3]=1[NH2:4].[Na+].[N+]([C:14]1[CH:15]=C(S([O-])(=O)=O)C=C[CH:19]=1)([O-])=O.S(=O)(=O)(O)O. Product: [F:9][C:7]1[CH:6]=[C:5]2[C:3](=[C:2]([Br:1])[CH:8]=1)[N:4]=[CH:15][CH:14]=[CH:19]2. The catalyst class is: 610. (6) The catalyst class is: 2. Reactant: [CH3:1][CH:2]1[CH2:14][C:5]2=[C:6]3[C:11](=[CH:12][CH:13]=[C:4]2[C:3]1=[O:15])[CH2:10][CH2:9][CH2:8][CH2:7]3.[Al+3].[Cl-].[Cl-].[Cl-].[Br:20]Br.O. Product: [Br:20][C:12]1[CH:13]=[C:4]2[C:3](=[O:15])[CH:2]([CH3:1])[CH2:14][C:5]2=[C:6]2[C:11]=1[CH2:10][CH2:9][CH2:8][CH2:7]2. (7) The catalyst class is: 93. Reactant: C(N[C@H](C1C=CC=CC=1)C)C1C=CC=CC=1.[CH:17]([C@@H:19]1[CH2:21][C@:20]1([C:25](=[O:27])[NH2:26])[C:22]([OH:24])=[O:23])=[CH2:18].[OH-].[Na+]. Product: [CH:17]([C@@H:19]1[CH2:21][C@:20]1([C:25](=[O:27])[NH2:26])[C:22]([OH:24])=[O:23])=[CH2:18]. (8) Reactant: [CH:1]1[CH:6]=[CH:5][C:4]([NH:7][C:8]([NH2:10])=[S:9])=[CH:3][CH:2]=1.Br[CH2:12][C:13](OCC)=[O:14].C(N(CC)CC)C. Product: [C:4]1([NH:7][C:8]2[S:9][CH2:12][C:13](=[O:14])[N:10]=2)[CH:5]=[CH:6][CH:1]=[CH:2][CH:3]=1. The catalyst class is: 588. (9) Reactant: C1(COC(=O)[NH:10][CH2:11][C@@H:12]2[CH2:16][CH2:15][N:14]([CH2:17][C@@H:18]([C:20]3[C:29]4[C:24](=[CH:25][CH:26]=[C:27]([O:30][CH3:31])[N:28]=4)[N:23]=[CH:22][C:21]=3[F:32])[OH:19])[CH2:13]2)C=CC=CC=1. Product: [NH2:10][CH2:11][C@@H:12]1[CH2:16][CH2:15][N:14]([CH2:17][C@@H:18]([C:20]2[C:29]3[C:24](=[CH:25][CH:26]=[C:27]([O:30][CH3:31])[N:28]=3)[N:23]=[CH:22][C:21]=2[F:32])[OH:19])[CH2:13]1. The catalyst class is: 320. (10) The catalyst class is: 67. Product: [Br:32][C:28]1[CH:27]=[C:26]([C:24]2[CH2:23][C:22](=[O:33])[NH:21][C:9]3[CH:10]=[C:11]([C:17]([F:20])([F:19])[F:18])[C:12]([O:14][CH2:15][CH3:16])=[CH:13][C:8]=3[N:7]=2)[CH:31]=[CH:30][CH:29]=1. Reactant: C(OC(=O)[NH:7][C:8]1[CH:13]=[C:12]([O:14][CH2:15][CH3:16])[C:11]([C:17]([F:20])([F:19])[F:18])=[CH:10][C:9]=1[NH:21][C:22](=[O:33])[CH2:23][C:24]([C:26]1[CH:31]=[CH:30][CH:29]=[C:28]([Br:32])[CH:27]=1)=O)(C)(C)C.